This data is from Forward reaction prediction with 1.9M reactions from USPTO patents (1976-2016). The task is: Predict the product of the given reaction. (1) Given the reactants [OH:1][C:2]1[CH:7]=[CH:6][CH:5]=[CH:4][C:3]=1[C:8]([F:11])([F:10])[F:9].F[C:13]1[CH:18]=[CH:17][CH:16]=[CH:15][C:14]=1[N+:19]([O-:21])=[O:20].[F:22][C:23]([F:39])([F:38])[C:24]1[CH:37]=[CH:36][CH:35]=[CH:34][C:25]=1[O:26][C:27]1[CH:33]=[CH:32][CH:31]=[CH:30][C:28]=1[NH2:29].[NH2:40][C:41]1[S:42][CH:43]=[CH:44][N:45]=1, predict the reaction product. The product is: [F:11][C:8]([F:9])([F:10])[C:3]1[CH:4]=[CH:5][CH:6]=[CH:7][C:2]=1[O:1][C:13]1[CH:18]=[CH:17][CH:16]=[CH:15][C:14]=1[N+:19]([O-:21])=[O:20].[F:22][C:23]([F:38])([F:39])[C:24]1[CH:37]=[CH:36][CH:35]=[CH:34][C:25]=1[O:26][C:27]1[CH:33]=[CH:32][CH:31]=[CH:30][C:28]=1[NH:29][C:2]([NH:40][C:41]1[S:42][CH:43]=[CH:44][N:45]=1)=[O:1]. (2) Given the reactants Br[C:2]1[C:10]2[O:9][CH2:8][O:7][C:6]=2[CH:5]=[CH:4][CH:3]=1.[I:11][C:12]1[CH:13]=[C:14]2[C:18](=[CH:19][CH:20]=1)[NH:17][C:16](=[O:21])[C:15]2=[O:22], predict the reaction product. The product is: [O:7]1[C:6]2[CH:5]=[CH:4][CH:3]=[C:2]([C:15]3([OH:22])[C:14]4[C:18](=[CH:19][CH:20]=[C:12]([I:11])[CH:13]=4)[NH:17][C:16]3=[O:21])[C:10]=2[O:9][CH2:8]1. (3) Given the reactants [CH3:1][O:2][C:3]([C@@H:5]([C:12]1[CH:17]=[CH:16][CH:15]=[CH:14][CH:13]=1)[C@@H:6]1[NH:11][CH2:10][CH2:9][CH2:8][CH2:7]1)=[O:4], predict the reaction product. The product is: [CH3:1][O:2][C:3]([C@H:5]([C:12]1[CH:13]=[CH:14][CH:15]=[CH:16][CH:17]=1)[C@@H:6]1[NH:11][CH2:10][CH2:9][CH2:8][CH2:7]1)=[O:4]. (4) The product is: [O:17]1[CH2:16][CH2:15][CH:14]([C:12]2[N:11]=[C:10]([CH:20]3[CH2:21][CH2:22][NH:23][CH2:24][CH2:25]3)[N:9]([CH2:8][CH2:7][N:2]3[CH2:3][CH2:4][CH2:5][CH2:6]3)[CH:13]=2)[CH2:19][CH2:18]1. Given the reactants Cl.[N:2]1([CH2:7][CH2:8][N:9]2[CH:13]=[C:12]([CH:14]3[CH2:19][CH2:18][O:17][CH2:16][CH2:15]3)[N:11]=[C:10]2[CH:20]2[CH2:25][CH2:24][N:23](C(OC(C)(C)C)=O)[CH2:22][CH2:21]2)[CH2:6][CH2:5][CH2:4][CH2:3]1, predict the reaction product.